Predict the reaction yield, written as a fraction of the theoretical maximum amount of product (1.0 means a 100% yield; for example, 0.34 means a 34% yield). From a dataset of Reaction yield outcomes from USPTO patents with 853,638 reactions. (1) The reactants are [CH3:1][N:2]1[C:6]2[CH:7]=[CH:8][CH:9]=[CH:10][C:5]=2[NH:4][C:3]1=[O:11].[H-].[Na+].[Br:14][CH2:15][CH2:16][CH2:17]Br. The catalyst is C1COCC1.[Cl-].[Na+].O. The product is [Br:14][CH2:15][CH2:16][CH2:17][N:4]1[C:5]2[CH:10]=[CH:9][CH:8]=[CH:7][C:6]=2[N:2]([CH3:1])[C:3]1=[O:11]. The yield is 0.300. (2) The reactants are [CH3:1][C:2]1[C:3]([C:26]2[CH:31]=[CH:30][CH:29]=[CH:28][CH:27]=2)=[C:4]([O:14][C:15]2[CH:20]=[CH:19][C:18](/[CH:21]=[CH:22]/[C:23]([OH:25])=O)=[CH:17][CH:16]=2)[C:5]2[C:10]([CH:11]=1)=[CH:9][C:8]([O:12][CH3:13])=[CH:7][CH:6]=2.C(Cl)(=O)C(Cl)=O.[NH:38]1[CH2:42][CH2:41][CH2:40][CH2:39]1. The catalyst is C(Cl)Cl. The product is [CH3:1][C:2]1[C:3]([C:26]2[CH:31]=[CH:30][CH:29]=[CH:28][CH:27]=2)=[C:4]([O:14][C:15]2[CH:16]=[CH:17][C:18](/[CH:21]=[CH:22]/[C:23]([N:38]3[CH2:42][CH2:41][CH2:40][CH2:39]3)=[O:25])=[CH:19][CH:20]=2)[C:5]2[C:10]([CH:11]=1)=[CH:9][C:8]([O:12][CH3:13])=[CH:7][CH:6]=2. The yield is 0.960. (3) The reactants are [C:1]([O:5][C:6]([N:8]1[CH2:13][CH2:12][CH2:11][CH2:10][C@@H:9]1[CH:14]=O)=[O:7])([CH3:4])([CH3:3])[CH3:2].C([O-])([O-])=O.[Na+].[Na+].Cl.[NH2:23][OH:24]. The catalyst is CO.O. The product is [C:1]([O:5][C:6]([N:8]1[CH2:13][CH2:12][CH2:11][CH2:10][C@@H:9]1[CH:14]=[N:23][OH:24])=[O:7])([CH3:4])([CH3:3])[CH3:2]. The yield is 0.970. (4) The reactants are [Cl:1][C:2]1[CH:18]=[CH:17][C:5]2[CH2:6][CH2:7][N:8]([C:11](=[O:16])[C:12]([F:15])([F:14])[F:13])[CH2:9][CH2:10][C:4]=2[C:3]=1OS(C(F)(F)F)(=O)=O.[CH3:27][C:28]([CH3:42])([CH3:41])[CH2:29][C:30]([C:32]1[CH:39]=[CH:38][C:35]([CH2:36][NH2:37])=[C:34]([F:40])[CH:33]=1)=[O:31].C1C=CC(P(C2C(C3C(P(C4C=CC=CC=4)C4C=CC=CC=4)=CC=C4C=3C=CC=C4)=C3C(C=CC=C3)=CC=2)C2C=CC=CC=2)=CC=1.C(=O)([O-])[O-].[Cs+].[Cs+]. The catalyst is C1(C)C=CC=CC=1.C1C=CC(/C=C/C(/C=C/C2C=CC=CC=2)=O)=CC=1.C1C=CC(/C=C/C(/C=C/C2C=CC=CC=2)=O)=CC=1.C1C=CC(/C=C/C(/C=C/C2C=CC=CC=2)=O)=CC=1.[Pd].[Pd]. The product is [Cl:1][C:2]1[CH:18]=[CH:17][C:5]2[CH2:6][CH2:7][N:8]([C:11](=[O:16])[C:12]([F:13])([F:15])[F:14])[CH2:9][CH2:10][C:4]=2[C:3]=1[NH:37][CH2:36][C:35]1[CH:38]=[CH:39][C:32]([C:30](=[O:31])[CH2:29][C:28]([CH3:42])([CH3:41])[CH3:27])=[CH:33][C:34]=1[F:40]. The yield is 0.490. (5) The reactants are [Cl:1][C:2]1[CH:7]=[CH:6][C:5]([C:8]2[CH:13]=[C:12]([CH:14]3[CH2:16][CH2:15]3)[N:11]3[N:17]=[CH:18][CH:19]=[C:10]3[N:9]=2)=[CH:4][CH:3]=1.[I:20]N1C(=O)CCC1=O. The catalyst is CN(C)C=O. The product is [Cl:1][C:2]1[CH:7]=[CH:6][C:5]([C:8]2[CH:13]=[C:12]([CH:14]3[CH2:16][CH2:15]3)[N:11]3[N:17]=[CH:18][C:19]([I:20])=[C:10]3[N:9]=2)=[CH:4][CH:3]=1. The yield is 0.920.